This data is from Catalyst prediction with 721,799 reactions and 888 catalyst types from USPTO. The task is: Predict which catalyst facilitates the given reaction. (1) Reactant: C(OC([N:8]1[CH2:13][CH2:12][CH:11]([CH2:14][O:15][C:16]2[CH:21]=[CH:20][C:19]([F:22])=[CH:18][CH:17]=2)[CH2:10][CH2:9]1)=O)(C)(C)C. Product: [F:22][C:19]1[CH:18]=[CH:17][C:16]([O:15][CH2:14][CH:11]2[CH2:10][CH2:9][NH:8][CH2:13][CH2:12]2)=[CH:21][CH:20]=1. The catalyst class is: 33. (2) Reactant: F[C:2]1[C:7]([S:8]([CH3:11])(=[O:10])=[O:9])=[CH:6][CH:5]=[CH:4][C:3]=1[CH:12]1[CH2:17][CH2:16][N:15]([CH2:18][CH2:19][CH3:20])[CH2:14][CH2:13]1.[C-:21]#[N:22].[Na+].C1OCCOCCOCCOCCOCCOC1.Cl. Product: [CH3:11][S:8]([C:7]1[CH:6]=[CH:5][CH:4]=[C:3]([CH:12]2[CH2:17][CH2:16][N:15]([CH2:18][CH2:19][CH3:20])[CH2:14][CH2:13]2)[C:2]=1[C:21]#[N:22])(=[O:10])=[O:9]. The catalyst class is: 9. (3) Reactant: [Cl:1][C:2]1[CH:3]=[C:4]([CH:9]=[C:10]([Cl:21])[C:11]=1[CH2:12][N:13]1[CH2:17][CH2:16][C@H:15]([N:18]([CH3:20])[CH3:19])[CH2:14]1)[C:5]([O:7]C)=[O:6]. Product: [Cl:1][C:2]1[CH:3]=[C:4]([CH:9]=[C:10]([Cl:21])[C:11]=1[CH2:12][N:13]1[CH2:17][CH2:16][C@H:15]([N:18]([CH3:19])[CH3:20])[CH2:14]1)[C:5]([OH:7])=[O:6]. The catalyst class is: 5. (4) Reactant: [C:1]([C:9]1[CH:14]=[CH:13][CH:12]=[CH:11][CH:10]=1)(=O)[C:2]1[CH:7]=[CH:6][CH:5]=[CH:4][CH:3]=1.[CH3:15][NH:16][NH2:17]. Product: [C:2]1([C:1]([C:9]2[CH:14]=[CH:13][CH:12]=[CH:11][CH:10]=2)=[N:17][NH:16][CH3:15])[CH:7]=[CH:6][CH:5]=[CH:4][CH:3]=1. The catalyst class is: 467. (5) Reactant: [CH:1]1[C:14]2[NH:13][C:12]3[C:7](=[CH:8][CH:9]=[CH:10][CH:11]=3)[S:6][C:5]=2[CH:4]=[CH:3][CH:2]=1.[Li][CH2:16][CH2:17]CC.[Li]C(C)(C)C.C(I)C. Product: [CH2:16]([C:11]1[C:12]2[NH:13][C:14]3[C:5](=[CH:4][CH:3]=[CH:2][CH:1]=3)[S:6][C:7]=2[CH:8]=[CH:9][CH:10]=1)[CH3:17]. The catalyst class is: 1. (6) Reactant: [F:1][C:2]([F:15])([F:14])[S:3]([O:6]S(C(F)(F)F)(=O)=O)(=[O:5])=[O:4].O[C:17]1[CH:24]=[CH:23][C:20]([C:21]#[N:22])=[CH:19][C:18]=1[O:25][CH3:26]. Product: [F:1][C:2]([F:15])([F:14])[S:3]([O:6][C:17]1[CH:24]=[CH:23][C:20]([C:21]#[N:22])=[CH:19][C:18]=1[O:25][CH3:26])(=[O:5])=[O:4]. The catalyst class is: 17.